From a dataset of NCI-60 drug combinations with 297,098 pairs across 59 cell lines. Regression. Given two drug SMILES strings and cell line genomic features, predict the synergy score measuring deviation from expected non-interaction effect. (1) Drug 1: CN1CCC(CC1)COC2=C(C=C3C(=C2)N=CN=C3NC4=C(C=C(C=C4)Br)F)OC. Drug 2: COC1=NC(=NC2=C1N=CN2C3C(C(C(O3)CO)O)O)N. Cell line: SF-295. Synergy scores: CSS=2.36, Synergy_ZIP=0.141, Synergy_Bliss=1.01, Synergy_Loewe=-0.413, Synergy_HSA=0.770. (2) Drug 1: C1=NC(=NC(=O)N1C2C(C(C(O2)CO)O)O)N. Drug 2: CNC(=O)C1=NC=CC(=C1)OC2=CC=C(C=C2)NC(=O)NC3=CC(=C(C=C3)Cl)C(F)(F)F. Cell line: NCI-H522. Synergy scores: CSS=10.1, Synergy_ZIP=-10.9, Synergy_Bliss=-12.0, Synergy_Loewe=-37.9, Synergy_HSA=-11.7. (3) Drug 1: C1=CN(C(=O)N=C1N)C2C(C(C(O2)CO)O)O.Cl. Cell line: HCT-15. Synergy scores: CSS=32.0, Synergy_ZIP=-0.141, Synergy_Bliss=2.00, Synergy_Loewe=-15.2, Synergy_HSA=-3.90. Drug 2: CC1CCCC2(C(O2)CC(NC(=O)CC(C(C(=O)C(C1O)C)(C)C)O)C(=CC3=CSC(=N3)C)C)C. (4) Drug 1: CN1C2=C(C=C(C=C2)N(CCCl)CCCl)N=C1CCCC(=O)O.Cl. Drug 2: CCN(CC)CCCC(C)NC1=C2C=C(C=CC2=NC3=C1C=CC(=C3)Cl)OC. Cell line: MDA-MB-231. Synergy scores: CSS=7.65, Synergy_ZIP=-4.94, Synergy_Bliss=0.0289, Synergy_Loewe=-4.86, Synergy_HSA=-0.338.